This data is from Catalyst prediction with 721,799 reactions and 888 catalyst types from USPTO. The task is: Predict which catalyst facilitates the given reaction. (1) Reactant: [Br:1][C:2]1[CH:18]=[CH:17][C:5]([C:6]([C@H:8]2[CH2:12][CH2:11][CH2:10][C@H:9]2[C:13]([O:15]C)=[O:14])=[O:7])=[CH:4][CH:3]=1. Product: [Br:1][C:2]1[CH:3]=[CH:4][C:5]([C:6]([C@@H:8]2[CH2:12][CH2:11][CH2:10][C@H:9]2[C:13]([OH:15])=[O:14])=[O:7])=[CH:17][CH:18]=1. The catalyst class is: 72. (2) Reactant: [N+:1]([C:4]1[CH:5]=[C:6]([C:10]2[CH:20]=[CH:19][C:13]([C:14]([O:16]CC)=[O:15])=[CH:12][CH:11]=2)[CH:7]=[CH:8][CH:9]=1)([O-:3])=[O:2].[OH-].[Na+].Cl. Product: [N+:1]([C:4]1[CH:5]=[C:6]([C:10]2[CH:20]=[CH:19][C:13]([C:14]([OH:16])=[O:15])=[CH:12][CH:11]=2)[CH:7]=[CH:8][CH:9]=1)([O-:3])=[O:2]. The catalyst class is: 24. (3) Reactant: [CH3:1][C:2]1[CH:7]=[C:6]([C:8]2[C:12]3[CH:13]=[C:14]4[C:19](=[CH:20][C:11]=3[N:10]([C:22]([C:35]3[CH:40]=[CH:39][CH:38]=[CH:37][CH:36]=3)([C:29]3[CH:34]=[CH:33][CH:32]=[CH:31][CH:30]=3)[C:23]3[CH:28]=[CH:27][CH:26]=[CH:25][CH:24]=3)[N:9]=2)[NH:18][C:17](=[O:21])[CH:16]=[CH:15]4)[CH:5]=[CH:4][N:3]=1.C1C(=O)N([Br:48])C(=O)C1.[O-]S([O-])(=S)=O.[Na+].[Na+]. Product: [Br:48][C:16]1[C:17](=[O:21])[NH:18][C:19]2[C:14]([CH:15]=1)=[CH:13][C:12]1[C:8]([C:6]3[CH:5]=[CH:4][N:3]=[C:2]([CH3:1])[CH:7]=3)=[N:9][N:10]([C:22]([C:29]3[CH:30]=[CH:31][CH:32]=[CH:33][CH:34]=3)([C:35]3[CH:40]=[CH:39][CH:38]=[CH:37][CH:36]=3)[C:23]3[CH:28]=[CH:27][CH:26]=[CH:25][CH:24]=3)[C:11]=1[CH:20]=2. The catalyst class is: 2. (4) Reactant: Cl.Cl.[NH2:3][C:4]1[CH:5]=[CH:6][C:7]([N:11]2[CH2:16][CH2:15][CH2:14][C@@H:13]([C:17]([N:19]3[CH2:23][CH2:22][CH2:21][CH2:20]3)=[O:18])[CH2:12]2)=[N:8][C:9]=1[NH2:10].[CH:24]([C:26]1[N:31]=[C:30]([C:32]([O:34][CH3:35])=[O:33])[CH:29]=[CH:28][CH:27]=1)=O. Product: [N:19]1([C:17]([C@@H:13]2[CH2:14][CH2:15][CH2:16][N:11]([C:7]3[N:8]=[C:9]4[NH:10][C:24]([C:26]5[N:31]=[C:30]([C:32]([O:34][CH3:35])=[O:33])[CH:29]=[CH:28][CH:27]=5)=[N:3][C:4]4=[CH:5][CH:6]=3)[CH2:12]2)=[O:18])[CH2:23][CH2:22][CH2:21][CH2:20]1. The catalyst class is: 5. (5) Reactant: [Cl:1][C:2]1[CH:3]=[C:4]([C:8]2[O:9][C:10](=[O:17])[C:11](=CN(C)C)[N:12]=2)[CH:5]=[CH:6][CH:7]=1.[OH-].[Na+].[N:20]([O-:22])=O.[Na+].[CH2:24](O)[CH3:25]. Product: [CH2:24]([O:9][C:10]([C:11]1[N:12]=[C:8]([C:4]2[CH:5]=[CH:6][CH:7]=[C:2]([Cl:1])[CH:3]=2)[O:22][N:20]=1)=[O:17])[CH3:25]. The catalyst class is: 6.